From a dataset of Reaction yield outcomes from USPTO patents with 853,638 reactions. Predict the reaction yield, written as a fraction of the theoretical maximum amount of product (1.0 means a 100% yield; for example, 0.34 means a 34% yield). (1) The reactants are [CH2:1]([OH:8])[CH2:2][CH2:3][CH2:4][CH2:5][CH2:6][CH3:7].[CH3:9][C:10]1[CH:11]=[C:12](I)[CH:13]=[C:14]([CH3:16])[CH:15]=1.CC1C=C2C(N=CC=C2)=C2C=1C=CC=N2.C([O-])([O-])=O.[Cs+].[Cs+].CCCCCCCCCCCC. The catalyst is [Cu]I.C1(C)C=CC=CC=1. The product is [CH2:1]([O:8][C:12]1[CH:13]=[C:14]([CH3:16])[CH:15]=[C:10]([CH3:9])[CH:11]=1)[CH2:2][CH2:3][CH2:4][CH2:5][CH2:6][CH3:7]. The yield is 0.680. (2) The reactants are CCC.[CH3:4][O:5][C:6]1[CH:11]=[CH:10][C:9]([CH:12]([NH2:15])[CH2:13][CH3:14])=[CH:8][CH:7]=1.C(=O)([O-])[O-].[Na+].[Na+].C(N1[C:31](=[O:32])[C:30]2=[CH:33][CH:34]=[CH:35][CH:36]=[C:29]2[C:28]1=[O:37])(OCC)=O. The catalyst is O.C(#N)C. The product is [C:28]1(=[O:37])[N:15]([CH:12]([C:9]2[CH:10]=[CH:11][C:6]([O:5][CH3:4])=[CH:7][CH:8]=2)[CH2:13][CH3:14])[C:31](=[O:32])[C:30]2=[CH:33][CH:34]=[CH:35][CH:36]=[C:29]12. The yield is 0.380. (3) The reactants are [F:1][C:2]([F:15])([F:14])[CH2:3][O:4][C:5]1[CH:13]=[CH:12][C:8]([C:9]([OH:11])=O)=[CH:7][N:6]=1.Cl.[CH3:17][NH:18][O:19][CH3:20].C1C=CC2N(O)N=NC=2C=1.C(Cl)CCl.C(N(CC)CC)C.C(=O)([O-])O.[Na+]. The catalyst is CN(C)C(=O)C. The product is [CH3:20][O:19][N:18]([CH3:17])[C:9](=[O:11])[C:8]1[CH:12]=[CH:13][C:5]([O:4][CH2:3][C:2]([F:1])([F:15])[F:14])=[N:6][CH:7]=1. The yield is 0.520. (4) The reactants are [NH2:1][CH2:2][CH2:3][CH2:4][C@:5]([C@@H:22]1[CH2:27][CH2:26][CH2:25][N:24]([C:28]([O:30][C:31]([CH3:34])([CH3:33])[CH3:32])=[O:29])[CH2:23]1)([C:7]1[CH:12]=[CH:11][CH:10]=[C:9]([Cl:13])[C:8]=1[C:14]1[CH:19]=[CH:18][CH:17]=[C:16]([CH2:20][CH3:21])[CH:15]=1)[OH:6].CCN(CC)CC.[C:42](OC(=O)C)(=[O:44])[CH3:43]. The catalyst is C(Cl)Cl. The product is [C:42]([NH:1][CH2:2][CH2:3][CH2:4][C@:5]([C@@H:22]1[CH2:27][CH2:26][CH2:25][N:24]([C:28]([O:30][C:31]([CH3:33])([CH3:32])[CH3:34])=[O:29])[CH2:23]1)([C:7]1[CH:12]=[CH:11][CH:10]=[C:9]([Cl:13])[C:8]=1[C:14]1[CH:19]=[CH:18][CH:17]=[C:16]([CH2:20][CH3:21])[CH:15]=1)[OH:6])(=[O:44])[CH3:43]. The yield is 0.730. (5) The reactants are N1C=CC=CC=1.Cl[C:8]([O:10][CH:11]([Cl:13])[CH3:12])=[O:9].[C:14]([O:19][CH2:20][CH2:21][OH:22])(=[O:18])[C:15]([CH3:17])=[CH2:16]. The catalyst is ClCCl. The product is [C:8](=[O:9])([O:22][CH2:21][CH2:20][O:19][C:14](=[O:18])[C:15]([CH3:17])=[CH2:16])[O:10][CH:11]([Cl:13])[CH3:12]. The yield is 0.740. (6) The reactants are [N:1]1([CH:7]2[CH2:12][CH2:11][CH:10]([O:13][C:14]3[C:25]4[C:24]5[C@@H:23]([CH2:26][CH2:27][OH:28])[CH2:22][CH2:21][C:20]=5[S:19][C:18]=4[N:17]=[CH:16][N:15]=3)[CH2:9][CH2:8]2)[CH2:6][CH2:5][O:4][CH2:3][CH2:2]1.[CH3:29][S:30](Cl)(=[O:32])=[O:31].C(N(CC)CC)C. The catalyst is CN(C)C=O.C(Cl)Cl. The product is [CH3:29][S:30]([O:28][CH2:27][CH2:26][C@H:23]1[CH2:22][CH2:21][C:20]2[S:19][C:18]3[N:17]=[CH:16][N:15]=[C:14]([O:13][CH:10]4[CH2:9][CH2:8][CH:7]([N:1]5[CH2:2][CH2:3][O:4][CH2:5][CH2:6]5)[CH2:12][CH2:11]4)[C:25]=3[C:24]1=2)(=[O:32])=[O:31]. The yield is 0.950. (7) The reactants are Cl[C:2]1[CH:3]=[C:4]2[CH:10]=[CH:9][NH:8][C:5]2=[N:6][CH:7]=1.CO.[OH-].[K+].[CH2:15]([O:22][C:23](=[O:35])[NH:24][C:25]1[CH:30]=[CH:29][C:28]([F:31])=[C:27]([CH:32]=[O:33])[C:26]=1[F:34])[C:16]1[CH:21]=[CH:20][CH:19]=[CH:18][CH:17]=1.Cl. No catalyst specified. The product is [CH2:15]([O:22][C:23](=[O:35])[NH:24][C:25]1[CH:30]=[CH:29][C:28]([F:31])=[C:27]([CH:32]([OH:33])[C:10]2[C:4]3[C:5](=[N:6][CH:7]=[CH:2][CH:3]=3)[NH:8][CH:9]=2)[C:26]=1[F:34])[C:16]1[CH:21]=[CH:20][CH:19]=[CH:18][CH:17]=1. The yield is 0.460. (8) The reactants are [CH3:1][O:2][C:3]1[CH:4]=[C:5]2[C:9](=[C:10]([CH3:12])[CH:11]=1)[NH:8][CH:7]=[C:6]2[CH:13]1[CH2:18][CH2:17][N:16]([CH3:19])[CH2:15][CH2:14]1.[H-].[K+].[CH2:22](OS(C1C=CC(C)=CC=1)(=O)=O)[CH2:23][C:24]1[CH:29]=[CH:28][CH:27]=[CH:26][CH:25]=1.C1OCCOCCOCCOCCOCCOC1. No catalyst specified. The product is [CH3:1][O:2][C:3]1[CH:4]=[C:5]2[C:9](=[C:10]([CH3:12])[CH:11]=1)[N:8]([CH2:22][CH2:23][C:24]1[CH:29]=[CH:28][CH:27]=[CH:26][CH:25]=1)[CH:7]=[C:6]2[CH:13]1[CH2:14][CH2:15][N:16]([CH3:19])[CH2:17][CH2:18]1. The yield is 0.150. (9) The reactants are Br[C:2]1[CH:3]=[C:4]([CH:9]=[CH:10][CH:11]=1)[C:5]([O:7][CH3:8])=[O:6].[C-]#N.[K+].[C:15](#[N:17])[CH3:16]. The catalyst is C1OCCOCCOCCOCCOCCOC1. The product is [C:15]([CH2:16][C:2]1[CH:3]=[C:4]([CH:9]=[CH:10][CH:11]=1)[C:5]([O:7][CH3:8])=[O:6])#[N:17]. The yield is 0.910.